The task is: Predict which catalyst facilitates the given reaction.. This data is from Catalyst prediction with 721,799 reactions and 888 catalyst types from USPTO. (1) Reactant: S(Cl)([Cl:4])(=O)=O.[Cl:6][C:7]1[C:12]([CH:13]=[O:14])=[C:11]([Cl:15])[N:10]=[C:9]([CH3:16])[N:8]=1. Product: [Cl:15][C:11]1[C:12]([C:13]([Cl:4])=[O:14])=[C:7]([Cl:6])[N:8]=[C:9]([CH3:16])[N:10]=1. The catalyst class is: 734. (2) Reactant: [OH:1][C:2]1[CH:7]=[C:6]([O:8][CH3:9])[CH:5]=[CH:4][C:3]=1[CH:10]([C:12]1[CH:17]=[CH:16][CH:15]=[C:14]([O:18][CH2:19][C:20]2[N:21]=[C:22]([C:26]3[CH:31]=[CH:30][CH:29]=[CH:28][CH:27]=3)[O:23][C:24]=2[CH3:25])[CH:13]=1)[OH:11].O1CC[CH2:34][CH2:33]1. Product: [CH2:33]([O:11][CH:10]([C:3]1[CH:4]=[CH:5][C:6]([O:8][CH3:9])=[CH:7][C:2]=1[OH:1])[C:12]1[CH:17]=[CH:16][CH:15]=[C:14]([O:18][CH2:19][C:20]2[N:21]=[C:22]([C:26]3[CH:27]=[CH:28][CH:29]=[CH:30][CH:31]=3)[O:23][C:24]=2[CH3:25])[CH:13]=1)[CH3:34]. The catalyst class is: 349. (3) Reactant: [CH3:1][NH:2][CH:3]1[CH2:8][CH2:7][CH:6]([NH:9][C:10]2[N:11]=[CH:12][N:13]=[C:14]3[C:21]=2[C:20]2[CH2:19][CH2:18][CH2:17][C:16]=2[S:15]3)[CH2:5][CH2:4]1.Cl[CH2:23][C:24]([N:26]1[CH2:31][CH2:30][CH2:29][CH2:28][CH2:27]1)=[O:25].C(=O)([O-])[O-].[K+].[K+]. Product: [CH3:1][N:2]([CH:3]1[CH2:8][CH2:7][CH:6]([NH:9][C:10]2[N:11]=[CH:12][N:13]=[C:14]3[C:21]=2[C:20]2[CH2:19][CH2:18][CH2:17][C:16]=2[S:15]3)[CH2:5][CH2:4]1)[CH2:23][C:24]([N:26]1[CH2:31][CH2:30][CH2:29][CH2:28][CH2:27]1)=[O:25]. The catalyst class is: 3. (4) Product: [CH2:24]([O:26][C:27](=[O:33])/[CH:28]=[CH:29]/[C:30]([N:8]1[C:7]2[CH:10]=[CH:11][CH:12]=[C:13]([CH:14]([CH3:16])[CH3:15])[C:6]=2[O:5][CH:4]([CH:1]([CH3:3])[CH3:2])[CH2:9]1)=[O:31])[CH3:25]. Reactant: [CH:1]([CH:4]1[CH2:9][NH:8][C:7]2[CH:10]=[CH:11][CH:12]=[C:13]([CH:14]([CH3:16])[CH3:15])[C:6]=2[O:5]1)([CH3:3])[CH3:2].C(N(CC)CC)C.[CH2:24]([O:26][C:27](=[O:33])/[CH:28]=[CH:29]/[C:30](Cl)=[O:31])[CH3:25].O. The catalyst class is: 22. (5) Reactant: Br[CH2:2][C:3]1[C:8]([I:9])=[CH:7][N:6]=[C:5]([Cl:10])[CH:4]=1.C([O-])([O-])=[O:12].[Ca+2]. Product: [Cl:10][C:5]1[CH:4]=[C:3]([CH2:2][OH:12])[C:8]([I:9])=[CH:7][N:6]=1.[Cl:10][C:5]1[CH:4]=[C:3]([CH3:2])[C:8]([I:9])=[CH:7][N:6]=1. The catalyst class is: 38. (6) Reactant: C([O:4][C@H:5]1[C@H:10]([O:11]C(=O)C)[C@@H:9]([O:15]C(=O)C)[C@H:8]([C:19]2[CH:20]=[C:21]3[C:25](=[CH:26][CH:27]=2)[CH2:24][O:23][CH:22]3[C:28]2[CH:33]=[CH:32][C:31]([CH2:34][CH3:35])=[CH:30][CH:29]=2)[O:7][C@@H:6]1[CH2:36][O:37]C(=O)C)(=O)C.C([O-])([O-])=O.[K+].[K+]. Product: [CH2:34]([C:31]1[CH:32]=[CH:33][C:28]([CH:22]2[C:21]3[C:25](=[CH:26][CH:27]=[C:19]([C@H:8]4[C@H:9]([OH:15])[C@@H:10]([OH:11])[C@H:5]([OH:4])[C@@H:6]([CH2:36][OH:37])[O:7]4)[CH:20]=3)[CH2:24][O:23]2)=[CH:29][CH:30]=1)[CH3:35]. The catalyst class is: 5. (7) Reactant: [NH2:1][CH2:2][C@@H:3]1[O:7][C:6](=[O:8])[N:5]([C:9]2[CH:14]=[CH:13][C:12]([CH:15]3[CH2:20][CH2:19][N:18]([C:21](=[O:31])[CH2:22][O:23][CH2:24][C:25]4[CH:30]=[CH:29][CH:28]=[CH:27][CH:26]=4)[CH2:17][CH2:16]3)=[C:11]([F:32])[CH:10]=2)[CH2:4]1.[C:33](O[C:33]([O:35][C:36]([CH3:39])([CH3:38])[CH3:37])=[O:34])([O:35][C:36]([CH3:39])([CH3:38])[CH3:37])=[O:34]. Product: [CH2:24]([O:23][CH2:22][C:21]([N:18]1[CH2:19][CH2:20][CH:15]([C:12]2[CH:13]=[CH:14][C:9]([N:5]3[CH2:4][C@H:3]([CH2:2][NH:1][C:33](=[O:34])[O:35][C:36]([CH3:39])([CH3:38])[CH3:37])[O:7][C:6]3=[O:8])=[CH:10][C:11]=2[F:32])[CH2:16][CH2:17]1)=[O:31])[C:25]1[CH:30]=[CH:29][CH:28]=[CH:27][CH:26]=1. The catalyst class is: 2.